This data is from Full USPTO retrosynthesis dataset with 1.9M reactions from patents (1976-2016). The task is: Predict the reactants needed to synthesize the given product. (1) Given the product [Cl:1][C:2]1[C:3]([O:18][C:19]2[CH:20]=[N:21][C:22]([C:36]3[CH:35]=[CH:34][CH:33]=[C:32]([F:31])[CH:37]=3)=[CH:23][C:24]=2[C:25]2[CH:29]=[N:28][NH:27][CH:26]=2)=[CH:4][C:5]([F:17])=[C:6]([S:8]([NH:11][C:12]2[N:13]=[CH:14][S:15][CH:16]=2)(=[O:9])=[O:10])[CH:7]=1, predict the reactants needed to synthesize it. The reactants are: [Cl:1][C:2]1[C:3]([O:18][C:19]2[CH:20]=[N:21][C:22](Cl)=[CH:23][C:24]=2[C:25]2[CH:26]=[N:27][NH:28][CH:29]=2)=[CH:4][C:5]([F:17])=[C:6]([S:8]([NH:11][C:12]2[N:13]=[CH:14][S:15][CH:16]=2)(=[O:10])=[O:9])[CH:7]=1.[F:31][C:32]1[CH:33]=[C:34](B(O)O)[CH:35]=[CH:36][CH:37]=1.C([O-])([O-])=O.[Na+].[Na+].O. (2) Given the product [ClH:28].[C:9]([C:13]1[N:18]=[C:17]([N:19]2[CH2:24][CH2:23][N:22]([CH2:25][CH2:26][CH2:27][S:8][C:3]3[N:2]([CH3:1])[C:6]([CH3:7])=[N:5][N:4]=3)[CH2:21][CH2:20]2)[CH:16]=[C:15]([C:29]([F:30])([F:31])[F:32])[N:14]=1)([CH3:10])([CH3:11])[CH3:12], predict the reactants needed to synthesize it. The reactants are: [CH3:1][N:2]1[C:6]([CH3:7])=[N:5][N:4]=[C:3]1[SH:8].[C:9]([C:13]1[N:18]=[C:17]([N:19]2[CH2:24][CH2:23][N:22]([CH2:25][CH2:26][CH2:27][Cl:28])[CH2:21][CH2:20]2)[CH:16]=[C:15]([C:29]([F:32])([F:31])[F:30])[N:14]=1)([CH3:12])([CH3:11])[CH3:10]. (3) Given the product [N:23]12[CH2:24][CH2:25][CH:26]([CH2:27][CH2:28]1)[C@@H:21]([O:20][C:17]1[N:16]=[N:15][C:14]([C:11]3[CH:12]=[CH:13][C:8]([NH2:7])=[C:9]([N+:29]([O-:31])=[O:30])[CH:10]=3)=[CH:19][CH:18]=1)[CH2:22]2, predict the reactants needed to synthesize it. The reactants are: C(OC(=O)[NH:7][C:8]1[CH:13]=[CH:12][C:11]([C:14]2[N:15]=[N:16][C:17]([O:20][C@@H:21]3[CH:26]4[CH2:27][CH2:28][N:23]([CH2:24][CH2:25]4)[CH2:22]3)=[CH:18][CH:19]=2)=[CH:10][C:9]=1[N+:29]([O-:31])=[O:30])(C)(C)C.Cl.